From a dataset of Forward reaction prediction with 1.9M reactions from USPTO patents (1976-2016). Predict the product of the given reaction. (1) Given the reactants CO[C:3]([C:5]1[C:10]([NH:11][C:12](=[O:17])[CH2:13][C:14](=[O:16])[CH3:15])=[N:9][CH:8]=[CH:7][N:6]=1)=[O:4].C[O-].[Na+], predict the reaction product. The product is: [OH:17][C:12]1[C:13]([C:14](=[O:16])[CH3:15])=[C:3]([OH:4])[C:5]2[C:10]([N:11]=1)=[N:9][CH:8]=[CH:7][N:6]=2. (2) The product is: [Cl:1][C:2]1[CH:7]=[C:6]([I:8])[CH:5]=[CH:4][C:3]=1[NH:9][C:10]1[N:15]([CH3:16])[C:14](=[O:17])[C:13]2[CH:18]=[CH:19][O:20][C:12]=2[C:11]=1[C:21]([NH:29][CH2:28][CH2:27][CH2:26][OH:25])=[O:22]. Given the reactants [Cl:1][C:2]1[CH:7]=[C:6]([I:8])[CH:5]=[CH:4][C:3]=1[NH:9][C:10]1[N:15]([CH3:16])[C:14](=[O:17])[C:13]2[CH:18]=[CH:19][O:20][C:12]=2[C:11]=1[C:21](O)=[O:22].C[O:25][CH2:26][CH2:27][CH2:28][NH2:29].B(Br)(Br)Br, predict the reaction product. (3) Given the reactants [OH-].[Na+].[CH3:3][C:4]1[CH:9]=[C:8]([S:10]C#N)[CH:7]=[CH:6][C:5]=1[OH:13].[CH3:14][C:15]1[CH:16]=[C:17]([S:26]CC2SC(C3C=CC(C(F)(F)F)=CC=3)=NC=2C)[CH:18]=[CH:19][C:20]=1[O:21]CC(O)=O.Cl, predict the reaction product. The product is: [C:15]1([CH3:14])[C:20]([OH:21])=[CH:19][CH:18]=[C:17]([S:26][S:10][C:8]2[CH:9]=[C:4]([CH3:3])[C:5]([OH:13])=[CH:6][CH:7]=2)[CH:16]=1. (4) Given the reactants [C:1]([C:3]1[CH:8]=[CH:7][C:6]([NH:9][C:10]2[C:21]([F:22])=[C:20]([F:23])[CH:19]=[CH:18][C:11]=2[C:12](N(OC)C)=[O:13])=[C:5]([F:24])[CH:4]=1)#[CH:2].[CH2:25]([Mg]Br)[CH2:26][CH:27]=[CH2:28], predict the reaction product. The product is: [C:1]([C:3]1[CH:8]=[CH:7][C:6]([NH:9][C:10]2[C:21]([F:22])=[C:20]([F:23])[CH:19]=[CH:18][C:11]=2[C:12](=[O:13])[CH2:28][CH2:27][CH:26]=[CH2:25])=[C:5]([F:24])[CH:4]=1)#[CH:2]. (5) The product is: [F:34][C:35]1[CH:36]=[CH:37][CH:38]=[C:39]2[C:43]=1[N:42]([CH2:44][C:45]1[O:46][C:47]([C:50]([F:53])([F:51])[F:52])=[CH:48][CH:49]=1)[C:41](=[O:54])[C:40]2([C:55]1[C:63]([OH:64])=[CH:62][C:58]2[O:59][CH2:60][O:61][C:57]=2[CH:56]=1)[CH2:22][OH:23]. Given the reactants C1(C(C2C=CC=CC=2)N2C3C(=CC=CC=3)C(C3C(O)=CC4C[CH2:22][O:23]C=4C=3)C2=O)C=CC=CC=1.[F:34][C:35]1[CH:36]=[CH:37][CH:38]=[C:39]2[C:43]=1[N:42]([CH2:44][C:45]1[O:46][C:47]([C:50]([F:53])([F:52])[F:51])=[CH:48][CH:49]=1)[C:41](=[O:54])[CH:40]2[C:55]1[C:63]([OH:64])=[CH:62][C:58]2[O:59][CH2:60][O:61][C:57]=2[CH:56]=1, predict the reaction product. (6) The product is: [F:12][B-:13]([F:16])([F:15])[F:14].[F:1][CH:2]([F:11])[O:3][C:4]1[CH:10]=[CH:9][C:7]([N+:8]#[N:18])=[CH:6][CH:5]=1. Given the reactants [F:1][CH:2]([F:11])[O:3][C:4]1[CH:10]=[CH:9][C:7]([NH2:8])=[CH:6][CH:5]=1.[F:12][B-:13]([F:16])([F:15])[F:14].[H+].[N:18]([O-])=O.[Na+], predict the reaction product. (7) Given the reactants C([O:4][CH2:5][C:6]([CH3:54])([CH3:53])[CH2:7][N:8]1[C:14]2[CH:15]=[CH:16][C:17]([Cl:19])=[CH:18][C:13]=2[C@@H:12]([C:20]2[CH:25]=[CH:24][CH:23]=[C:22]([O:26][CH3:27])[C:21]=2[O:28][CH3:29])[O:11][C@H:10]([CH2:30][C:31]([NH:33][C:34]2[CH:35]=[CH:36][C:37]3[O:41][C:40]([C:42]([O:44]CC)=[O:43])=[C:39]([O:47][CH:48]([CH3:50])[CH3:49])[C:38]=3[CH:51]=2)=[O:32])[C:9]1=[O:52])(=O)C.[OH-].[Na+].Cl, predict the reaction product. The product is: [Cl:19][C:17]1[CH:16]=[CH:15][C:14]2[N:8]([CH2:7][C:6]([CH3:54])([CH3:53])[CH2:5][OH:4])[C:9](=[O:52])[C@@H:10]([CH2:30][C:31]([NH:33][C:34]3[CH:35]=[CH:36][C:37]4[O:41][C:40]([C:42]([OH:44])=[O:43])=[C:39]([O:47][CH:48]([CH3:50])[CH3:49])[C:38]=4[CH:51]=3)=[O:32])[O:11][C@H:12]([C:20]3[CH:25]=[CH:24][CH:23]=[C:22]([O:26][CH3:27])[C:21]=3[O:28][CH3:29])[C:13]=2[CH:18]=1. (8) Given the reactants CS([O:5][CH2:6][C:7]1[CH:12]=[C:11]([C:13]([O:15][CH2:16][CH3:17])=[CH2:14])[N:10]=[C:9]([Cl:18])[N:8]=1)(=O)=O.[F:19][C:20]1([F:26])[CH2:23][CH:22]([CH2:24]O)[CH2:21]1.[OH-].[Na+], predict the reaction product. The product is: [Cl:18][C:9]1[N:8]=[C:7]([CH2:6][O:5][CH2:24][CH:22]2[CH2:23][C:20]([F:26])([F:19])[CH2:21]2)[CH:12]=[C:11]([C:13]([O:15][CH2:16][CH3:17])=[CH2:14])[N:10]=1. (9) The product is: [NH2:1][C:2]1[CH:7]=[CH:6][CH:5]=[CH:4][C:3]=1[NH:8][C:9](=[O:28])[C:10]1[CH:15]=[CH:14][C:13]([CH2:16][N:17]2[CH2:25][C:24]3[C:19](=[CH:20][CH:21]=[CH:22][C:23]=3[C:43]3[CH:44]=[CH:45][C:40]([C:39]([F:50])([F:49])[F:38])=[CH:41][CH:42]=3)[C:18]2=[O:27])=[CH:12][CH:11]=1. Given the reactants [NH2:1][C:2]1[CH:7]=[CH:6][CH:5]=[CH:4][C:3]=1[NH:8][C:9](=[O:28])[C:10]1[CH:15]=[CH:14][C:13]([CH2:16][N:17]2[CH2:25][C:24]3[C:19](=[CH:20][CH:21]=[CH:22][C:23]=3Br)[C:18]2=[O:27])=[CH:12][CH:11]=1.C(N)(=O)C1C=CC=CC=1.[F:38][C:39]([F:50])([F:49])[C:40]1[CH:45]=[CH:44][C:43](B(O)O)=[CH:42][CH:41]=1, predict the reaction product. (10) Given the reactants [CH2:1]([NH:8][C:9](=[N:12][C:13]#[N:14])[CH2:10][CH3:11])[C:2]1[CH:7]=[CH:6][CH:5]=[CH:4][CH:3]=1.C(=O)([O-])[O-].[K+].[K+].Br[CH2:22][C:23]([O:25][CH2:26][CH3:27])=[O:24].CC(C)([O-])C.[K+], predict the reaction product. The product is: [NH2:14][C:13]1[N:12]=[C:9]([CH2:10][CH3:11])[N:8]([CH2:1][C:2]2[CH:7]=[CH:6][CH:5]=[CH:4][CH:3]=2)[C:22]=1[C:23]([O:25][CH2:26][CH3:27])=[O:24].